From a dataset of Forward reaction prediction with 1.9M reactions from USPTO patents (1976-2016). Predict the product of the given reaction. (1) Given the reactants [OH:1][CH2:2][C:3]([CH2:8][OH:9])([CH2:6][OH:7])[CH2:4][OH:5].[OH-].[K+].[CH2:12](Br)[CH:13]=[CH2:14], predict the reaction product. The product is: [CH2:14]([O:1][CH2:2][C:3]([CH2:8][OH:9])([CH2:6][OH:7])[CH2:4][OH:5])[CH:13]=[CH2:12]. (2) Given the reactants [CH3:1][O:2][CH2:3][CH2:4][N:5]1[CH:9]=[CH:8][C:7]([NH:10][C:11]([C:13]2[C:18]([NH2:19])=[CH:17][CH:16]=[C:15]([CH3:20])[N:14]=2)=[O:12])=[N:6]1.Br[C:22]1[CH:27]=[C:26]([F:28])[CH:25]=[C:24]([F:29])[CH:23]=1, predict the reaction product. The product is: [CH3:1][O:2][CH2:3][CH2:4][N:5]1[CH:9]=[CH:8][C:7]([NH:10][C:11]([C:13]2[C:18]([NH:19][C:22]3[CH:27]=[C:26]([F:28])[CH:25]=[C:24]([F:29])[CH:23]=3)=[CH:17][CH:16]=[C:15]([CH3:20])[N:14]=2)=[O:12])=[N:6]1.